Task: Predict the product of the given reaction.. Dataset: Forward reaction prediction with 1.9M reactions from USPTO patents (1976-2016) Given the reactants Br[C:2]1[CH:7]=[CH:6][CH:5]=[C:4]([F:8])[C:3]=1[O:9][CH2:10][O:11][CH3:12].[Br-].[CH:14]1([Zn+])[CH2:19][CH2:18][CH2:17][CH2:16][CH2:15]1, predict the reaction product. The product is: [CH:14]1([C:2]2[CH:7]=[CH:6][CH:5]=[C:4]([F:8])[C:3]=2[O:9][CH2:10][O:11][CH3:12])[CH2:19][CH2:18][CH2:17][CH2:16][CH2:15]1.